This data is from Full USPTO retrosynthesis dataset with 1.9M reactions from patents (1976-2016). The task is: Predict the reactants needed to synthesize the given product. Given the product [Cl:1][C:2]1[CH:29]=[CH:28][C:5]2[CH:6]=[C:7]([C:9]3[C:18]([N:19]([CH3:23])[CH:20]([CH3:22])[CH3:21])=[N:17][C:16]4[C:11](=[CH:12][CH:13]=[C:14]([C:24]([OH:26])=[O:25])[CH:15]=4)[N:10]=3)[O:8][C:4]=2[CH:3]=1, predict the reactants needed to synthesize it. The reactants are: [Cl:1][C:2]1[CH:29]=[CH:28][C:5]2[CH:6]=[C:7]([C:9]3[C:18]([N:19]([CH3:23])[CH:20]([CH3:22])[CH3:21])=[N:17][C:16]4[C:11](=[CH:12][CH:13]=[C:14]([C:24]([O:26]C)=[O:25])[CH:15]=4)[N:10]=3)[O:8][C:4]=2[CH:3]=1.[OH-].[Na+].Cl.